This data is from Reaction yield outcomes from USPTO patents with 853,638 reactions. The task is: Predict the reaction yield, written as a fraction of the theoretical maximum amount of product (1.0 means a 100% yield; for example, 0.34 means a 34% yield). (1) The reactants are [NH2:1][C:2]1[CH:3]=[CH:4][C:5]([Cl:14])=[C:6]([CH:13]=1)[O:7][C@@H:8]1[CH2:12][CH2:11][NH:10][CH2:9]1.[C:15]([O:19][C:20](O[C:20]([O:19][C:15]([CH3:18])([CH3:17])[CH3:16])=[O:21])=[O:21])([CH3:18])([CH3:17])[CH3:16]. The catalyst is O1CCCC1.CCOCC. The product is [C:15]([O:19][C:20]([N:10]1[CH2:11][CH2:12][C@@H:8]([O:7][C:6]2[CH:13]=[C:2]([NH2:1])[CH:3]=[CH:4][C:5]=2[Cl:14])[CH2:9]1)=[O:21])([CH3:18])([CH3:17])[CH3:16]. The yield is 0.990. (2) The catalyst is C1COCC1. The yield is 0.800. The product is [Cl:1][C:2]1[CH:3]=[C:4]([NH:9][C:10]([C:12]2[C:13]([CH2:17][CH2:18][CH2:19][OH:20])=[N:14][O:15][N:16]=2)=[O:11])[CH:5]=[CH:6][C:7]=1[F:8]. The reactants are [Cl:1][C:2]1[CH:3]=[C:4]([NH:9][C:10]([C:12]2[C:13]([CH2:17][CH2:18][C:19](OCC)=[O:20])=[N:14][O:15][N:16]=2)=[O:11])[CH:5]=[CH:6][C:7]=1[F:8].[BH4-].[Li+]. (3) The reactants are [NH:1]1[C:9]2[C:4](=[CH:5][CH:6]=[CH:7][CH:8]=2)[C:3](/[CH:10]=[C:11]2\[O:12][C:13]3[CH:20]=[C:19]([OH:21])[CH:18]=[CH:17][C:14]=3[C:15]\2=[O:16])=[CH:2]1.[CH3:22][N:23]([CH3:29])[CH:24]1[CH2:28][CH2:27][NH:26][CH2:25]1.[CH2:30]=O. The catalyst is C(O)C. The product is [NH:1]1[C:9]2[C:4](=[CH:5][CH:6]=[CH:7][CH:8]=2)[C:3](/[CH:10]=[C:11]2\[O:12][C:13]3[C:20]([CH2:30][N:26]4[CH2:27][CH2:28][CH:24]([N:23]([CH3:29])[CH3:22])[CH2:25]4)=[C:19]([OH:21])[CH:18]=[CH:17][C:14]=3[C:15]\2=[O:16])=[CH:2]1. The yield is 0.210.